Dataset: Reaction yield outcomes from USPTO patents with 853,638 reactions. Task: Predict the reaction yield, written as a fraction of the theoretical maximum amount of product (1.0 means a 100% yield; for example, 0.34 means a 34% yield). The reactants are [Br:1][C:2]1[CH:3]=[C:4]([CH2:9][CH:10]([C:19]2[CH:24]=[CH:23][CH:22]=[CH:21][CH:20]=2)[C:11]([C:13]2[CH:18]=[CH:17][CH:16]=[CH:15][CH:14]=2)=[O:12])[CH:5]=[CH:6][C:7]=1I.[C:25]([N:29]1[C:33](=[O:34])[CH:32]=[CH:31][S:30]1(=[O:36])=[O:35])([CH3:28])([CH3:27])[CH3:26].C(N(CC)CC)C. The catalyst is CCCC[N+](CCCC)(CCCC)CCCC.[Cl-].CN(C)C=O.C([O-])(=O)C.[Pd+2].C([O-])(=O)C. The product is [Br:1][C:2]1[CH:3]=[C:4]([CH2:9][CH:10]([C:19]2[CH:24]=[CH:23][CH:22]=[CH:21][CH:20]=2)[C:11](=[O:12])[C:13]2[CH:18]=[CH:17][CH:16]=[CH:15][CH:14]=2)[CH:5]=[CH:6][C:7]=1[C:31]1[S:30](=[O:35])(=[O:36])[N:29]([C:25]([CH3:27])([CH3:26])[CH3:28])[C:33](=[O:34])[CH:32]=1. The yield is 0.430.